Dataset: Peptide-MHC class II binding affinity with 134,281 pairs from IEDB. Task: Regression. Given a peptide amino acid sequence and an MHC pseudo amino acid sequence, predict their binding affinity value. This is MHC class II binding data. (1) The peptide sequence is QEESQINISGYNLSL. The MHC is DRB1_0101 with pseudo-sequence DRB1_0101. The binding affinity (normalized) is 0.615. (2) The peptide sequence is MPVDPDNEAYEMPSE. The MHC is DRB1_0901 with pseudo-sequence DRB1_0901. The binding affinity (normalized) is 0.0866. (3) The peptide sequence is SMPFLRKTRWTFLLS. The MHC is DRB3_0101 with pseudo-sequence DRB3_0101. The binding affinity (normalized) is 0.602.